This data is from Full USPTO retrosynthesis dataset with 1.9M reactions from patents (1976-2016). The task is: Predict the reactants needed to synthesize the given product. (1) Given the product [F:1][C:2]1[CH:7]=[CH:6][CH:5]=[C:4]([CH2:8][F:9])[C:3]=1[O:29][C:26]1[CH:27]=[C:28]2[C:23](=[CH:24][CH:25]=1)[N:22]=[CH:21][N:20]=[C:19]2[NH:11][C:12]1[CH:16]=[CH:15][N:14]([CH3:17])[N:13]=1, predict the reactants needed to synthesize it. The reactants are: [F:1][C:2]1[CH:7]=[CH:6][CH:5]=[C:4]([CH2:8][F:9])[C:3]=1F.[NH2:11][C:12]1[CH:16]=[CH:15][N:14]([CH3:17])[N:13]=1.Cl[C:19]1[C:28]2[C:23](=[CH:24][CH:25]=[C:26]([OH:29])[CH:27]=2)[N:22]=[CH:21][N:20]=1. (2) Given the product [CH3:19][O:18][P:17]([CH2:2][CH2:3][O:4][C:5]1[CH:10]=[CH:9][C:8]([C:11](=[O:16])[C:12]([OH:15])([CH3:14])[CH3:13])=[CH:7][CH:6]=1)(=[O:22])[O:20][CH3:21], predict the reactants needed to synthesize it. The reactants are: Br[CH2:2][CH2:3][O:4][C:5]1[CH:10]=[CH:9][C:8]([C:11](=[O:16])[C:12]([OH:15])([CH3:14])[CH3:13])=[CH:7][CH:6]=1.[P:17]([O:22]C)([O:20][CH3:21])[O:18][CH3:19]. (3) The reactants are: C1C2C(COC([NH:18][C:19]([CH3:66])([C:21]([NH:23][C@H:24]([C:28]([N:30]([C@@H:32]([C@@H:62]([CH3:65])[CH2:63][CH3:64])[C@H:33]([O:60][CH3:61])[CH2:34][C:35]([N:37]3[CH2:41][CH2:40][CH2:39][C@H:38]3[C@H:42]([O:58][CH3:59])[C@@H:43]([CH3:57])[C:44]([NH:46][C@H:47]([CH3:56])[C@@H:48]([OH:55])[C:49]3[CH:54]=[CH:53][CH:52]=[CH:51][CH:50]=3)=[O:45])=[O:36])[CH3:31])=[O:29])[CH:25]([CH3:27])[CH3:26])=[O:22])[CH3:20])=O)C3C(=CC=CC=3)C=2C=CC=1.C(OCC)C.CCCCCCC. Given the product [CH3:20][C:19]([C:21]([NH:23][C@H:24]([C:28]([N:30]([C@@H:32]([C@@H:62]([CH3:65])[CH2:63][CH3:64])[C@H:33]([O:60][CH3:61])[CH2:34][C:35]([N:37]1[CH2:41][CH2:40][CH2:39][C@H:38]1[C@H:42]([O:58][CH3:59])[C@@H:43]([CH3:57])[C:44]([NH:46][C@H:47]([CH3:56])[C@@H:48]([OH:55])[C:49]1[CH:54]=[CH:53][CH:52]=[CH:51][CH:50]=1)=[O:45])=[O:36])[CH3:31])=[O:29])[CH:25]([CH3:26])[CH3:27])=[O:22])([CH3:66])[NH2:18], predict the reactants needed to synthesize it. (4) Given the product [CH3:28][N:20]([CH2:19][C:15]1[CH:14]=[C:13]([O:12][C:8]2[CH:7]=[C:6]3[C:11](=[CH:10][CH:9]=2)[N:3]([C:40](=[O:41])[NH:39][C:32]2[CH:33]=[C:34]([C:35]([F:38])([F:36])[F:37])[N:30]([CH3:29])[N:31]=2)[CH:4]=[CH:5]3)[N:18]=[CH:17][N:16]=1)[C:21](=[O:27])[O:22][C:23]([CH3:24])([CH3:25])[CH3:26], predict the reactants needed to synthesize it. The reactants are: [H-].[Na+].[NH:3]1[C:11]2[C:6](=[CH:7][C:8]([O:12][C:13]3[N:18]=[CH:17][N:16]=[C:15]([CH2:19][N:20]([CH3:28])[C:21](=[O:27])[O:22][C:23]([CH3:26])([CH3:25])[CH3:24])[CH:14]=3)=[CH:9][CH:10]=2)[CH:5]=[CH:4]1.[CH3:29][N:30]1[C:34]([C:35]([F:38])([F:37])[F:36])=[CH:33][C:32]([NH:39][C:40](=O)[O:41]C2C=CC=CC=2)=[N:31]1.[Cl-].[NH4+]. (5) Given the product [Br:1][C:2]1[CH:7]=[C:6]([CH3:8])[C:5]([N+:10]([O-:12])=[O:11])=[CH:4][C:3]=1[CH3:9], predict the reactants needed to synthesize it. The reactants are: [Br:1][C:2]1[CH:7]=[C:6]([CH3:8])[CH:5]=[CH:4][C:3]=1[CH3:9].[N+:10]([O-])([OH:12])=[O:11].S(=O)(=O)(O)O. (6) Given the product [CH3:1][O:2][C:3]1[CH:8]=[CH:7][C:6]([N:9]2[C:18]3[C:13](=[CH:14][C:15]([F:32])=[C:16]([N:19]4[CH2:23][CH2:22][CH:21]([NH:24][C:25]([O:27][C:28]([CH3:31])([CH3:29])[CH3:30])=[O:26])[CH2:20]4)[CH:17]=3)[C:12](=[O:33])[N:11]([OH:34])[C:10]2=[O:42])=[CH:5][CH:4]=1, predict the reactants needed to synthesize it. The reactants are: [CH3:1][O:2][C:3]1[CH:8]=[CH:7][C:6]([N:9]2[C:18]3[C:13](=[CH:14][C:15]([F:32])=[C:16]([N:19]4[CH2:23][CH2:22][CH:21]([NH:24][C:25]([O:27][C:28]([CH3:31])([CH3:30])[CH3:29])=[O:26])[CH2:20]4)[CH:17]=3)[C:12](=[O:33])[N:11]([O:34]CC3C=CC=CC=3)[C:10]2=[O:42])=[CH:5][CH:4]=1. (7) Given the product [CH2:1]([O:3][C:4]([C:6]1[C:7](=[O:29])[C:8]2[CH:13]=[N:12][C:11]([NH:45][C:42]3[CH:41]=[CH:40][C:39]([CH2:38][CH2:37][N:34]4[CH2:35][CH2:36][N:31]([CH3:30])[CH2:32][CH2:33]4)=[CH:44][CH:43]=3)=[N:10][C:9]=2[N:18]([C:20]2[CH:28]=[CH:27][C:26]([C:25]#[CH:24])=[CH:22][CH:21]=2)[CH:19]=1)=[O:5])[CH3:2], predict the reactants needed to synthesize it. The reactants are: [CH2:1]([O:3][C:4]([C:6]1[C:7](=[O:29])[C:8]2[CH:13]=[N:12][C:11](S(C)(=O)=O)=[N:10][C:9]=2[N:18]([C:20]2[CH:21]=[C:22]3[C:26](=[CH:27][CH:28]=2)[CH2:25][CH2:24]C3)[CH:19]=1)=[O:5])[CH3:2].[CH3:30][N:31]1[CH2:36][CH2:35][N:34]([CH2:37][CH2:38][C:39]2[CH:44]=[CH:43][C:42]([NH2:45])=[CH:41][CH:40]=2)[CH2:33][CH2:32]1.